The task is: Predict the product of the given reaction.. This data is from Forward reaction prediction with 1.9M reactions from USPTO patents (1976-2016). Given the reactants [CH3:1][O:2][C:3]1[CH:8]=[CH:7][C:6]([N:9]2[CH2:14][CH2:13][NH:12][CH2:11][CH2:10]2)=[CH:5][CH:4]=1.[CH3:15][C:16]([N+:20]([O-:22])=[O:21])([CH3:19])[CH2:17]O.C(=O)([O-])[O-].[Na+].[Na+], predict the reaction product. The product is: [CH3:1][O:2][C:3]1[CH:4]=[CH:5][C:6]([N:9]2[CH2:14][CH2:13][N:12]([CH2:15][C:16]([CH3:19])([N+:20]([O-:22])=[O:21])[CH3:17])[CH2:11][CH2:10]2)=[CH:7][CH:8]=1.